This data is from Full USPTO retrosynthesis dataset with 1.9M reactions from patents (1976-2016). The task is: Predict the reactants needed to synthesize the given product. (1) Given the product [CH3:30][C:21]([CH3:31])([CH2:20][CH2:19][CH2:18][CH:17]([OH:32])[CH2:16][CH2:15][CH:14]([OH:33])[CH2:13][CH2:12][CH2:11][C:2]([CH3:1])([CH3:34])[CH2:3][OH:4])[CH2:22][OH:23], predict the reactants needed to synthesize it. The reactants are: [CH3:1][C:2]([CH3:34])([CH2:11][CH2:12][CH2:13][CH:14]([OH:33])[CH2:15][CH2:16][CH:17]([OH:32])[CH2:18][CH2:19][CH2:20][C:21]([CH3:31])([CH3:30])[CH2:22][O:23]C1CCCCO1)[CH2:3][O:4]C1CCCCO1.S(=O)(=O)(O)O. (2) Given the product [CH3:9][O:10][C:4]([CH:5]1[CH2:6][CH:1]1[C:2]([OH:8])=[O:3])=[O:7], predict the reactants needed to synthesize it. The reactants are: [CH:1]12[CH2:6][CH:5]1[C:4](=[O:7])[O:3][C:2]2=[O:8].[CH3:9][OH:10]. (3) Given the product [CH2:14]([C:8]([CH2:1][C:2]1[CH:3]=[CH:4][CH:5]=[CH:6][CH:7]=1)([CH2:9][O:10][Si:33]([C:36]([CH3:39])([CH3:38])[CH3:37])([CH3:35])[CH3:34])[CH2:11][O:12][CH3:13])[C:15]1[CH:20]=[CH:19][CH:18]=[CH:17][CH:16]=1, predict the reactants needed to synthesize it. The reactants are: [CH2:1]([C:8]([CH2:14][C:15]1[CH:20]=[CH:19][CH:18]=[CH:17][CH:16]=1)([CH2:11][O:12][CH3:13])[CH2:9][OH:10])[C:2]1[CH:7]=[CH:6][CH:5]=[CH:4][CH:3]=1.N1C=CN=C1.C(N(CC)CC)C.[Si:33](Cl)([C:36]([CH3:39])([CH3:38])[CH3:37])([CH3:35])[CH3:34]. (4) Given the product [Cl:32][C:6]1[N:5]=[CH:4][CH:3]=[CH:2][N:7]=1.[NH2:5][C:6]([NH2:7])=[O:22], predict the reactants needed to synthesize it. The reactants are: Cl[C:2]1[N:7]=[CH:6][N:5]=[C:4](Cl)[CH:3]=1.C1C=CC2C=C(N)C=CC=2C=1.CC[O:22]CC.C(=O)(O)[O-].[Na+].C(Cl)([Cl:32])=O.C(COC1C(N)=CC=CC=1)(C)(C)C. (5) Given the product [Cl:1][C:2]1[CH:7]=[CH:6][CH:5]=[C:4]([Cl:8])[C:3]=1[N:9]1[CH:20]=[C:19]([CH2:21][NH:24][C:25]2[CH:30]=[CH:29][CH:28]=[CH:27][CH:26]=2)[C:12]2[N:13]=[C:14]([S:17][CH3:18])[N:15]=[CH:16][C:11]=2[C:10]1=[O:23], predict the reactants needed to synthesize it. The reactants are: [Cl:1][C:2]1[CH:7]=[CH:6][CH:5]=[C:4]([Cl:8])[C:3]=1[N:9]1[CH:20]=[C:19]([CH:21]=O)[C:12]2[N:13]=[C:14]([S:17][CH3:18])[N:15]=[CH:16][C:11]=2[C:10]1=[O:23].[NH2:24][C:25]1[CH:30]=[CH:29][CH:28]=[CH:27][CH:26]=1.C([BH3-])#N.[Na+].C(O)(=O)C. (6) Given the product [N:27]1[CH:26]=[CH:25][CH:24]=[N:23][C:22]=1[O:21][C:16]1[CH:17]=[CH:18][CH:19]=[CH:20][C:15]=1[C:13]1[CH:14]=[C:9]2[CH:8]=[CH:7][NH:6][C:10]2=[N:11][CH:12]=1, predict the reactants needed to synthesize it. The reactants are: C([Si](C)(C)[N:6]1[C:10]2=[N:11][CH:12]=[C:13]([C:15]3[CH:20]=[CH:19][CH:18]=[CH:17][C:16]=3[O:21][C:22]3[N:27]=[CH:26][CH:25]=[CH:24][N:23]=3)[CH:14]=[C:9]2[CH:8]=[CH:7]1)(C)(C)C.Cl.C([O-])(O)=O.[Na+].C(OCC)(=O)C. (7) Given the product [C:51]([O:1][C:2]12[CH2:11][CH:6]3[CH2:7][CH:8]([CH2:10][C:4]([CH2:12][O:13][C:14]([C:16]([F:22])([F:21])[S:17]([O-:20])(=[O:18])=[O:19])=[O:15])([CH2:5]3)[CH2:3]1)[CH2:9]2)(=[O:52])[C:49]([CH3:50])=[CH2:48].[C:36]1([S+:29]([C:23]2[CH:24]=[CH:25][CH:26]=[CH:27][CH:28]=2)[C:30]2[CH:35]=[CH:34][CH:33]=[CH:32][CH:31]=2)[CH:37]=[CH:38][CH:39]=[CH:40][CH:41]=1, predict the reactants needed to synthesize it. The reactants are: [OH:1][C:2]12[CH2:11][CH:6]3[CH2:7][CH:8]([CH2:10][C:4]([CH2:12][O:13][C:14]([C:16]([F:22])([F:21])[S:17]([O-:20])(=[O:19])=[O:18])=[O:15])([CH2:5]3)[CH2:3]1)[CH2:9]2.[C:23]1([S+:29]([C:36]2[CH:41]=[CH:40][CH:39]=[CH:38][CH:37]=2)[C:30]2[CH:35]=[CH:34][CH:33]=[CH:32][CH:31]=2)[CH:28]=[CH:27][CH:26]=[CH:25][CH:24]=1.CN1CCCC1.[CH3:48][C:49]([C:51](Cl)=[O:52])=[CH2:50].COC(C)(C)C. (8) Given the product [Cl:15][CH2:14][CH2:13][CH2:12][CH2:11][O:9][C:5]1[CH:6]=[CH:7][CH:8]=[C:3]([O:2][CH3:1])[CH:4]=1, predict the reactants needed to synthesize it. The reactants are: [CH3:1][O:2][C:3]1[CH:4]=[C:5]([OH:9])[CH:6]=[CH:7][CH:8]=1.Br[CH2:11][CH2:12][CH2:13][CH2:14][Cl:15]. (9) Given the product [CH3:8][N:6]([CH3:7])[C:3]([CH3:5])([CH3:4])[CH:2]([NH:1][C:19](=[O:20])[C:18]1[C:17]([O:16][CH3:15])=[CH:25][CH:24]=[CH:23][C:22]=1[CH3:26])[C:9]1[CH:10]=[CH:11][CH:12]=[CH:13][CH:14]=1, predict the reactants needed to synthesize it. The reactants are: [NH2:1][CH:2]([C:9]1[CH:14]=[CH:13][CH:12]=[CH:11][CH:10]=1)[C:3]([N:6]([CH3:8])[CH3:7])([CH3:5])[CH3:4].[CH3:15][O:16][C:17]1[CH:25]=[CH:24][CH:23]=[C:22]([CH3:26])[C:18]=1[C:19](O)=[O:20].C1C=CC2N(O)N=NC=2C=1.C1CCC(N=C=NC2CCCCC2)CC1. (10) Given the product [CH3:42][N:44]([S:12]([NH:15][C:16]([NH:18][C:19]1[N:24]=[C:23]([O:25][CH3:26])[CH:22]=[C:21]([O:27][CH3:28])[N:20]=1)=[O:17])(=[O:13])=[O:14])[S:45]([CH3:48])(=[O:47])=[O:46], predict the reactants needed to synthesize it. The reactants are: CN(C(C1C=CC(NC=O)=CC=1[S:12]([NH:15][C:16]([NH:18][C:19]1[N:20]=[C:21]([O:27][CH3:28])[CH:22]=[C:23]([O:25][CH3:26])[N:24]=1)=[O:17])(=[O:14])=[O:13])=O)C.CC1N=C(OC)N=C(N[C:42]([N-:44][S:45]([C:48]2C=C(I)C=CC=2C(OC)=O)(=[O:47])=[O:46])=O)N=1.[Na+].IC1C=CC=CC=1S(NC(=O)NC1N=C(OC)N=C(C)N=1)(=O)=O.[Na].IC1C=CC=CC=1S(NC(=O)NC1N=C(OC)N=C(C)N=1)(=O)=O.[Na].CC1SC=C(C(OC)=O)C=1S(NC(N1N=C(OC)N(C)C1=O)=O)(=O)=O.